This data is from Reaction yield outcomes from USPTO patents with 853,638 reactions. The task is: Predict the reaction yield, written as a fraction of the theoretical maximum amount of product (1.0 means a 100% yield; for example, 0.34 means a 34% yield). (1) The reactants are [F-].[K+].[N+:3]([C:6]1[CH:11]=[C:10]([N+:12]([O-:14])=[O:13])[CH:9]=[CH:8][C:7]=1Cl)([O-:5])=[O:4].[SH:16][CH2:17][CH2:18][OH:19].C(=O)([O-])[O-].[K+].[K+]. The catalyst is CN(C)C=O. The product is [N+:3]([C:6]1[CH:11]=[C:10]([N+:12]([O-:14])=[O:13])[CH:9]=[CH:8][C:7]=1[S:16][CH2:17][CH2:18][OH:19])([O-:5])=[O:4]. The yield is 1.00. (2) The reactants are [CH:1]1([CH2:4][O:5][NH:6][C:7]([C:9]2[C:17]([NH:18][C:19]3[CH:24]=[CH:23][C:22](I)=[CH:21][C:20]=3[CH3:26])=[C:16]([F:27])[C:12]3[N:13]=[CH:14][NH:15][C:11]=3[CH:10]=2)=[O:8])[CH2:3][CH2:2]1.[C:28]([Si:30]([CH3:33])([CH3:32])[CH3:31])#[CH:29]. The catalyst is C(#N)C.C(N(CC)CC)C.Cl[Pd](Cl)([P](C1C=CC=CC=1)(C1C=CC=CC=1)C1C=CC=CC=1)[P](C1C=CC=CC=1)(C1C=CC=CC=1)C1C=CC=CC=1.[Cu]I. The product is [CH:1]1([CH2:4][O:5][NH:6][C:7]([C:9]2[C:17]([NH:18][C:19]3[CH:24]=[CH:23][C:22]([C:29]#[C:28][Si:30]([CH3:33])([CH3:32])[CH3:31])=[CH:21][C:20]=3[CH3:26])=[C:16]([F:27])[C:12]3[N:13]=[CH:14][NH:15][C:11]=3[CH:10]=2)=[O:8])[CH2:3][CH2:2]1. The yield is 0.870. (3) The reactants are [C:1]1([CH2:7][C:8](Cl)=[O:9])[CH:6]=[CH:5][CH:4]=[CH:3][CH:2]=1.[S-:11][C:12]#[N:13].[K+].[NH2:15][C:16]1[CH:37]=[CH:36][C:19]([O:20][C:21]2[N:26]=[CH:25][N:24]=[C:23]([NH:27][C:28]([N:30]3[CH2:35][CH2:34][CH2:33][CH2:32][CH2:31]3)=[O:29])[CH:22]=2)=[C:18]([F:38])[CH:17]=1.CCCCCC. The catalyst is C(#N)C.C(OCC)C. The product is [F:38][C:18]1[CH:17]=[C:16]([NH:15][C:12]([NH:13][C:8](=[O:9])[CH2:7][C:1]2[CH:6]=[CH:5][CH:4]=[CH:3][CH:2]=2)=[S:11])[CH:37]=[CH:36][C:19]=1[O:20][C:21]1[N:26]=[CH:25][N:24]=[C:23]([NH:27][C:28]([N:30]2[CH2:35][CH2:34][CH2:33][CH2:32][CH2:31]2)=[O:29])[CH:22]=1. The yield is 0.508. (4) The reactants are Br[C:2]1[CH:7]=[CH:6][C:5]([N:8]2[C:12]([CH2:13][C@@H:14]3[CH2:18][CH2:17][N:16]([C:19]([CH:21]4[CH2:23][CH2:22]4)=[O:20])[CH2:15]3)=[N:11][NH:10][C:9]2=[O:24])=[CH:4][CH:3]=1.[NH:25]1[C:33]2[C:28](=[C:29](B(O)O)[CH:30]=[CH:31][CH:32]=2)[CH:27]=[CH:26]1.C(=O)([O-])[O-].[K+].[K+]. The catalyst is O1CCOCC1.C1C=CC(P(C2C=CC=CC=2)[C-]2C=CC=C2)=CC=1.C1C=CC(P(C2C=CC=CC=2)[C-]2C=CC=C2)=CC=1.Cl[Pd]Cl.[Fe+2].ClCCl. The product is [CH:21]1([C:19]([N:16]2[CH2:17][CH2:18][C@@H:14]([CH2:13][C:12]3[N:8]([C:5]4[CH:6]=[CH:7][C:2]([C:29]5[CH:30]=[CH:31][CH:32]=[C:33]6[C:28]=5[CH:27]=[CH:26][NH:25]6)=[CH:3][CH:4]=4)[C:9](=[O:24])[NH:10][N:11]=3)[CH2:15]2)=[O:20])[CH2:23][CH2:22]1. The yield is 0.480. (5) The reactants are [N+:1]([C:4]1[CH:9]=[CH:8][C:7]([CH:10]2[O:16][CH2:15][C:14]3[CH:17]=[C:18]([CH2:21][OH:22])[CH:19]=[CH:20][C:13]=3[CH2:12][O:11]2)=[CH:6][CH:5]=1)([O-:3])=[O:2].C(N(C(C)C)CC)(C)C.[S:32](Cl)([CH3:35])(=[O:34])=[O:33].C(=O)(O)[O-].[Na+]. The catalyst is ClCCl. The product is [N+:1]([C:4]1[CH:5]=[CH:6][C:7]([CH:10]2[O:16][CH2:15][C:14]3[CH:17]=[C:18]([CH2:21][O:22][S:32]([CH3:35])(=[O:34])=[O:33])[CH:19]=[CH:20][C:13]=3[CH2:12][O:11]2)=[CH:8][CH:9]=1)([O-:3])=[O:2]. The yield is 0.160. (6) The reactants are [C:1]([O:5][C:6](=[O:21])[NH:7][C@H:8]([C:10]1[CH:15]=[C:14]([Cl:16])[C:13]([CH3:17])=[C:12](Br)[C:11]=1[O:19][CH3:20])[CH3:9])([CH3:4])([CH3:3])[CH3:2].CC1(C)C(C)(C)OB([C:30]2[CH:31]=[CH:32][C:33]([C:36]#[N:37])=[N:34][CH:35]=2)O1.ClCCl. The catalyst is C(#N)C.C1C=CC(P(C2C=CC=CC=2)[C-]2C=CC=C2)=CC=1.C1C=CC(P(C2C=CC=CC=2)[C-]2C=CC=C2)=CC=1.Cl[Pd]Cl.[Fe+2]. The product is [Cl:16][C:14]1[C:13]([CH3:17])=[C:12]([C:30]2[CH:35]=[N:34][C:33]([C:36]#[N:37])=[CH:32][CH:31]=2)[C:11]([O:19][CH3:20])=[C:10]([C@@H:8]([NH:7][C:6](=[O:21])[O:5][C:1]([CH3:4])([CH3:3])[CH3:2])[CH3:9])[CH:15]=1. The yield is 0.910. (7) The reactants are [N:1]1([C:6]([C:8]2[CH:13]=[CH:12][C:11](B(O)O)=[CH:10][CH:9]=2)=[O:7])[CH2:5][CH2:4][CH2:3][CH2:2]1.Br[C:18]1[CH:23]=[CH:22][C:21]([O:24][CH2:25][CH:26]2[CH2:31][CH2:30][N:29]([C:32]3[O:36][N:35]=[C:34]([CH:37]([CH3:39])[CH3:38])[N:33]=3)[CH2:28][CH2:27]2)=[CH:20][CH:19]=1.C([O-])([O-])=O.[Na+].[Na+]. The catalyst is C1C=CC([P]([Pd]([P](C2C=CC=CC=2)(C2C=CC=CC=2)C2C=CC=CC=2)([P](C2C=CC=CC=2)(C2C=CC=CC=2)C2C=CC=CC=2)[P](C2C=CC=CC=2)(C2C=CC=CC=2)C2C=CC=CC=2)(C2C=CC=CC=2)C2C=CC=CC=2)=CC=1.COCCOC. The product is [CH3:39][CH:37]([C:34]1[N:33]=[C:32]([N:29]2[CH2:28][CH2:27][CH:26]([CH2:25][O:24][C:21]3[CH:20]=[CH:19][C:18]([C:11]4[CH:12]=[CH:13][C:8]([C:6]([N:1]5[CH2:5][CH2:4][CH2:3][CH2:2]5)=[O:7])=[CH:9][CH:10]=4)=[CH:23][CH:22]=3)[CH2:31][CH2:30]2)[O:36][N:35]=1)[CH3:38]. The yield is 0.0400.